This data is from Peptide-MHC class II binding affinity with 134,281 pairs from IEDB. The task is: Regression. Given a peptide amino acid sequence and an MHC pseudo amino acid sequence, predict their binding affinity value. This is MHC class II binding data. (1) The peptide sequence is AAATAGTTVVGAFAA. The MHC is HLA-DPA10103-DPB10401 with pseudo-sequence HLA-DPA10103-DPB10401. The binding affinity (normalized) is 0.186. (2) The peptide sequence is NMVRRGVRSLSNKIK. The MHC is H-2-IEd with pseudo-sequence H-2-IEd. The binding affinity (normalized) is 0.138. (3) The peptide sequence is YDKFLANVSTVLTKK. The MHC is DRB1_1302 with pseudo-sequence DRB1_1302. The binding affinity (normalized) is 0.824. (4) The peptide sequence is SGDVLWDIPTPKIIE. The MHC is DRB3_0101 with pseudo-sequence DRB3_0101. The binding affinity (normalized) is 0.584. (5) The peptide sequence is DLVANQPNLKALREK. The MHC is DRB1_0405 with pseudo-sequence DRB1_0405. The binding affinity (normalized) is 0.494. (6) The peptide sequence is QRRFGGTVIRNPLSR. The MHC is HLA-DQA10601-DQB10402 with pseudo-sequence HLA-DQA10601-DQB10402. The binding affinity (normalized) is 0.428.